From a dataset of Reaction yield outcomes from USPTO patents with 853,638 reactions. Predict the reaction yield, written as a fraction of the theoretical maximum amount of product (1.0 means a 100% yield; for example, 0.34 means a 34% yield). (1) The reactants are Br[C:2]1[CH:11]=[C:10]2[C:5]([C:6](=[O:12])[CH2:7][CH2:8][O:9]2)=[CH:4][CH:3]=1.[S:13]1[CH:17]=[CH:16][CH:15]=[C:14]1[SH:18].C(=O)([O-])[O-].[K+].[K+]. The catalyst is C(#N)C. The product is [S:13]1[CH:17]=[CH:16][CH:15]=[C:14]1[S:18][C:2]1[CH:3]=[CH:4][C:5]2[C:6](=[O:12])[CH2:7][CH2:8][O:9][C:10]=2[CH:11]=1. The yield is 0.930. (2) The reactants are [O:1]=[C:2]([C:6]1[CH:11]=[CH:10][C:9]([CH3:12])=[CH:8][CH:7]=1)[C:3]([OH:5])=O.C(N(CC)CC)C.CN(C(ON1N=NC2C=CC=NC1=2)=[N+](C)C)C.F[P-](F)(F)(F)(F)F.[NH2:44][C:45]1[CH:61]=[CH:60][C:48]([O:49][CH2:50][CH2:51][NH:52]C(=O)OC(C)(C)C)=[C:47]([C:62]2[N:66]([CH3:67])[N:65]=[CH:64][CH:63]=2)[CH:46]=1.Cl.CCOCC. The catalyst is ClCCl. The product is [NH2:52][CH2:51][CH2:50][O:49][C:48]1[CH:60]=[CH:61][C:45]([NH:44][C:3](=[O:5])[C:2](=[O:1])[C:6]2[CH:11]=[CH:10][C:9]([CH3:12])=[CH:8][CH:7]=2)=[CH:46][C:47]=1[C:62]1[N:66]([CH3:67])[N:65]=[CH:64][CH:63]=1. The yield is 0.322. (3) No catalyst specified. The product is [O:10]1[CH:11]=[CH:12][N:13]=[C:9]1[C:6]1[CH:7]=[CH:8][C:3]([OH:2])=[CH:4][CH:5]=1. The yield is 0.950. The reactants are C[O:2][C:3]1[CH:8]=[CH:7][C:6]([C:9]2[O:10][CH:11]=[CH:12][N:13]=2)=[CH:5][CH:4]=1.B(Br)(Br)Br. (4) The reactants are [N:1]1([CH:7]2[CH2:12][CH2:11][N:10]([C:13]([C:15]3[CH:16]=[C:17]4[C:21](=[CH:22][CH:23]=3)[NH:20][C:19]([C:24]([N:26]3[CH2:31][CH2:30][C:29]([F:33])([F:32])[CH2:28][CH2:27]3)=[O:25])=[CH:18]4)=[O:14])[CH2:9][CH2:8]2)[CH2:6][CH2:5][CH2:4][CH2:3][CH2:2]1.[H-].[Na+].[CH:36]1([CH2:39]Br)[CH2:38][CH2:37]1. The catalyst is CN(C)C=O. The product is [N:1]1([CH:7]2[CH2:12][CH2:11][N:10]([C:13]([C:15]3[CH:16]=[C:17]4[C:21](=[CH:22][CH:23]=3)[N:20]([CH2:39][CH:36]3[CH2:38][CH2:37]3)[C:19]([C:24]([N:26]3[CH2:31][CH2:30][C:29]([F:33])([F:32])[CH2:28][CH2:27]3)=[O:25])=[CH:18]4)=[O:14])[CH2:9][CH2:8]2)[CH2:2][CH2:3][CH2:4][CH2:5][CH2:6]1. The yield is 0.910. (5) The reactants are [Cl:1][C:2]1[N:3]=[C:4]([C:9]([NH:11][C@H:12]2[CH2:17][CH2:16][N:15]([C:18]3[O:19][C:20]([CH2:30][CH3:31])=[C:21]([C:23]([O:25]CCCC)=[O:24])[N:22]=3)[CH2:14][C@H:13]2[O:32][CH3:33])=[O:10])[NH:5][C:6]=1[CH2:7][CH3:8].[OH-].[Li+].CO. The catalyst is C1COCC1. The product is [Cl:1][C:2]1[N:3]=[C:4]([C:9]([NH:11][C@H:12]2[CH2:17][CH2:16][N:15]([C:18]3[O:19][C:20]([CH2:30][CH3:31])=[C:21]([C:23]([OH:25])=[O:24])[N:22]=3)[CH2:14][C@H:13]2[O:32][CH3:33])=[O:10])[NH:5][C:6]=1[CH2:7][CH3:8]. The yield is 0.630. (6) The reactants are [NH:1]1[C:9]2[C:4](=[CH:5][CH:6]=[CH:7][CH:8]=2)[C:3](/[CH:10]=[C:11]2\[O:12][C:13]3[C:20](/[CH:21]=[CH:22]/[CH2:23][CH:24]4[CH2:29][CH2:28][N:27](C(OC(C)(C)C)=O)[CH2:26][CH2:25]4)=[C:19]([O:37][CH3:38])[CH:18]=[CH:17][C:14]=3[C:15]\2=[O:16])=[N:2]1.Cl. The catalyst is C(Cl)Cl.O1CCOCC1. The product is [NH:1]1[C:9]2[C:4](=[CH:5][CH:6]=[CH:7][CH:8]=2)[C:3](/[CH:10]=[C:11]2\[O:12][C:13]3[C:20](/[CH:21]=[CH:22]/[CH2:23][CH:24]4[CH2:29][CH2:28][NH:27][CH2:26][CH2:25]4)=[C:19]([O:37][CH3:38])[CH:18]=[CH:17][C:14]=3[C:15]\2=[O:16])=[N:2]1. The yield is 0.700.